This data is from Forward reaction prediction with 1.9M reactions from USPTO patents (1976-2016). The task is: Predict the product of the given reaction. (1) Given the reactants [Cl:1][C:2]1[N:7]=[C:6]([NH:8][C@@H:9]([CH3:12])[CH2:10][OH:11])[CH:5]=[C:4]([Cl:13])[N:3]=1.[CH3:14][S:15](Cl)(=[O:17])=[O:16].C(N(CC)CC)C, predict the reaction product. The product is: [CH3:14][S:15]([O:11][CH2:10][C@@H:9]([NH:8][C:6]1[CH:5]=[C:4]([Cl:13])[N:3]=[C:2]([Cl:1])[N:7]=1)[CH3:12])(=[O:17])=[O:16]. (2) Given the reactants [OH:1][C:2]1[CH:11]=[C:10]2[C:5]([C:6]([O:12][C:13]3[CH:14]=[C:15]4[C:19](=[CH:20][CH:21]=3)[NH:18][CH:17]=[CH:16]4)=[N:7][CH:8]=[N:9]2)=[CH:4][C:3]=1[O:22][CH3:23].[O:24]=[S:25]1(=[O:35])[CH2:30][CH2:29][N:28]([CH2:31][CH2:32][CH2:33]O)[CH2:27][CH2:26]1, predict the reaction product. The product is: [O:35]=[S:25]1(=[O:24])[CH2:30][CH2:29][N:28]([CH2:31][CH2:32][CH2:33][O:1][C:2]2[CH:11]=[C:10]3[C:5]([C:6]([O:12][C:13]4[CH:14]=[C:15]5[C:19](=[CH:20][CH:21]=4)[NH:18][CH:17]=[CH:16]5)=[N:7][CH:8]=[N:9]3)=[CH:4][C:3]=2[O:22][CH3:23])[CH2:27][CH2:26]1. (3) The product is: [CH3:1][O:2][C:3](=[O:12])[C:4]1[CH:9]=[CH:8][CH:7]=[C:6]([CH2:10][N:17]2[C:13](=[O:23])[C:14]3[C:15](=[CH:19][CH:20]=[CH:21][CH:22]=3)[C:16]2=[O:18])[CH:5]=1. Given the reactants [CH3:1][O:2][C:3](=[O:12])[C:4]1[CH:9]=[CH:8][CH:7]=[C:6]([CH2:10]Br)[CH:5]=1.[C:13]1(=[O:23])[NH:17][C:16](=[O:18])[C:15]2=[CH:19][CH:20]=[CH:21][CH:22]=[C:14]12.[K], predict the reaction product. (4) Given the reactants [NH:1]1[CH2:7][CH:6]([CH2:8][OH:9])[CH2:5][NH:4][CH2:3][CH2:2]1.[CH2:10]([N:17]1[C:25]2[C:24](=[O:26])[N:23]([CH3:27])[C:22](=[O:28])[N:21]([CH3:29])[C:20]=2[N:19]=[C:18]1Cl)[C:11]1[CH:16]=[CH:15][CH:14]=[CH:13][CH:12]=1.C(=O)([O-])[O-].[K+].[K+], predict the reaction product. The product is: [CH2:10]([N:17]1[C:25]2[C:24](=[O:26])[N:23]([CH3:27])[C:22](=[O:28])[N:21]([CH3:29])[C:20]=2[N:19]=[C:18]1[N:1]1[CH2:7][CH:6]([CH2:8][OH:9])[CH2:5][NH:4][CH2:3][CH2:2]1)[C:11]1[CH:16]=[CH:15][CH:14]=[CH:13][CH:12]=1.